Dataset: Reaction yield outcomes from USPTO patents with 853,638 reactions. Task: Predict the reaction yield, written as a fraction of the theoretical maximum amount of product (1.0 means a 100% yield; for example, 0.34 means a 34% yield). The reactants are [Cl:1][C:2]1[CH:7]=[CH:6][C:5]([CH:8]2[CH2:12][NH:11][CH2:10][CH:9]2[N:13]([CH3:28])[C:14](=[O:27])[C:15]2[CH:20]=[CH:19][C:18]([O:21][CH3:22])=[C:17]([C:23]([F:26])([F:25])[F:24])[CH:16]=2)=[CH:4][CH:3]=1.[CH3:29][C:30]1([C:33]([N:35]2[CH2:40][CH2:39][CH:38]([C:41](O)=[O:42])[CH2:37][CH2:36]2)=[O:34])[CH2:32][CH2:31]1.F[P-](F)(F)(F)(F)F.N1(OC(N(C)C)=[N+](C)C)C2N=CC=CC=2N=N1.C(N(CC)C(C)C)(C)C. The catalyst is CN(C=O)C.C(OCC)(=O)C. The product is [Cl:1][C:2]1[CH:3]=[CH:4][C:5]([CH:8]2[CH2:12][N:11]([C:41]([CH:38]3[CH2:37][CH2:36][N:35]([C:33]([C:30]4([CH3:29])[CH2:32][CH2:31]4)=[O:34])[CH2:40][CH2:39]3)=[O:42])[CH2:10][CH:9]2[N:13]([CH3:28])[C:14](=[O:27])[C:15]2[CH:20]=[CH:19][C:18]([O:21][CH3:22])=[C:17]([C:23]([F:24])([F:25])[F:26])[CH:16]=2)=[CH:6][CH:7]=1. The yield is 0.720.